This data is from Catalyst prediction with 721,799 reactions and 888 catalyst types from USPTO. The task is: Predict which catalyst facilitates the given reaction. (1) Reactant: [C:1]([O:5][C:6]([N:8]1[CH2:17][CH2:16][C:15]2[C:10](=[CH:11][CH:12]=[C:13]([NH:18][C:19]([C@@H:21]3[CH2:27][CH2:26][C@@H:25]4[CH2:28][N:22]3[C:23](=[O:37])[N:24]4[O:29]CC3C=CC=CC=3)=[O:20])[CH:14]=2)[CH2:9]1)=[O:7])([CH3:4])([CH3:3])[CH3:2]. Product: [C:1]([O:5][C:6]([N:8]1[CH2:17][CH2:16][C:15]2[C:10](=[CH:11][CH:12]=[C:13]([NH:18][C:19]([C@@H:21]3[CH2:27][CH2:26][C@@H:25]4[CH2:28][N:22]3[C:23](=[O:37])[N:24]4[OH:29])=[O:20])[CH:14]=2)[CH2:9]1)=[O:7])([CH3:4])([CH3:2])[CH3:3]. The catalyst class is: 381. (2) Reactant: [BH4-].[Na+].[CH3:3][CH:4]1[CH2:12][C:11]2[C:6](=[C:7]([C:14]3[CH:19]=[CH:18][C:17]([C:20]([CH3:23])([CH3:22])[CH3:21])=[CH:16][CH:15]=3)[CH:8]=[CH:9][C:10]=2[CH3:13])[C:5]1=O.C1(C)C=CC=CC=1.S(=O)(=O)(O)O. Product: [CH3:3][C:4]1[CH2:12][C:11]2[C:6]([CH:5]=1)=[C:7]([C:14]1[CH:15]=[CH:16][C:17]([C:20]([CH3:23])([CH3:22])[CH3:21])=[CH:18][CH:19]=1)[CH:8]=[CH:9][C:10]=2[CH3:13]. The catalyst class is: 5.